This data is from Peptide-MHC class II binding affinity with 134,281 pairs from IEDB. The task is: Regression. Given a peptide amino acid sequence and an MHC pseudo amino acid sequence, predict their binding affinity value. This is MHC class II binding data. (1) The peptide sequence is AEHQAIVRDVLAAGD. The MHC is HLA-DQA10301-DQB10302 with pseudo-sequence HLA-DQA10301-DQB10302. The binding affinity (normalized) is 0.262. (2) The peptide sequence is GRPGNFLQSRPEPTA. The MHC is DRB4_0101 with pseudo-sequence DRB4_0103. The binding affinity (normalized) is 0.0532. (3) The peptide sequence is GAGKTRRFLPQILAEHHHHHH. The MHC is HLA-DQA10501-DQB10302 with pseudo-sequence HLA-DQA10501-DQB10302. The binding affinity (normalized) is 0.301. (4) The peptide sequence is LGHRDALEDDLLNRN. The MHC is HLA-DPA10201-DPB10101 with pseudo-sequence HLA-DPA10201-DPB10101. The binding affinity (normalized) is 0.316.